This data is from Forward reaction prediction with 1.9M reactions from USPTO patents (1976-2016). The task is: Predict the product of the given reaction. (1) Given the reactants [CH2:1]([C@@H:8]([CH2:12][CH2:13][C@H:14]([CH2:34][C:35]1[CH:40]=[CH:39][CH:38]=[CH:37][CH:36]=1)[C:15]([NH:17][C@H:18]1[CH2:24][CH2:23][S:22][C@H:21]2[CH2:25][CH2:26][CH2:27][C@@H:28]([C:29]([O:31][CH3:32])=[O:30])[N:20]2[C:19]1=[O:33])=[O:16])[C:9]([OH:11])=O)[C:2]1[CH:7]=[CH:6][CH:5]=[CH:4][CH:3]=1.FC(F)(F)C(O)=O.[NH2:48][C@H:49]1[CH2:55][CH:54]=[CH:53][CH2:52][N:51]([C:56]2[CH:61]=[CH:60][CH:59]=[CH:58][C:57]=2[CH3:62])[C:50]1=[O:63], predict the reaction product. The product is: [CH2:34]([C@@H:14]([CH2:13][CH2:12][C@H:8]([CH2:1][C:2]1[CH:3]=[CH:4][CH:5]=[CH:6][CH:7]=1)[C:9](=[O:11])[NH:48][C@H:49]1[CH2:55][CH:54]=[CH:53][CH2:52][N:51]([C:56]2[CH:61]=[CH:60][CH:59]=[CH:58][C:57]=2[CH3:62])[C:50]1=[O:63])[C:15]([NH:17][C@H:18]1[CH2:24][CH2:23][S:22][C@H:21]2[CH2:25][CH2:26][CH2:27][C@@H:28]([C:29]([O:31][CH3:32])=[O:30])[N:20]2[C:19]1=[O:33])=[O:16])[C:35]1[CH:40]=[CH:39][CH:38]=[CH:37][CH:36]=1. (2) Given the reactants Cl.[CH:2](=[O:4])[CH3:3].[CH:5](=[O:9])[CH2:6]CC, predict the reaction product. The product is: [CH:2]([OH:4])=[CH2:3].[C:2]([O:9][CH:5]=[CH2:6])(=[O:4])[CH3:3]. (3) The product is: [CH3:1][O:2][C:3]1[CH:24]=[CH:23][CH:22]=[CH:21][C:4]=1[C:5]1[NH:12][C:10](=[O:11])[C:9]2[C:8](=[CH:16][C:15]([C:17]([F:20])([F:19])[F:18])=[CH:14][CH:13]=2)[N:7]=1. Given the reactants [CH3:1][O:2][C:3]1[CH:24]=[CH:23][CH:22]=[CH:21][C:4]=1[C:5]([NH:7][C:8]1[CH:16]=[C:15]([C:17]([F:20])([F:19])[F:18])[CH:14]=[CH:13][C:9]=1[C:10]([NH2:12])=[O:11])=O.COC1C=CC=CC=1C1NC(=O)C2C(=CC(C(F)(F)F)=CC=2)N=1, predict the reaction product. (4) Given the reactants [CH2:1]([O:8][C:9]([C@H:11]1[CH2:14][C@@H:13]([OH:15])[CH2:12]1)=[O:10])[C:2]1[CH:7]=[CH:6][CH:5]=[CH:4][CH:3]=1.C(N(CC)CC)C.[CH3:23][S:24](Cl)(=[O:26])=[O:25], predict the reaction product. The product is: [CH2:1]([O:8][C:9]([C@H:11]1[CH2:14][C@@H:13]([O:15][S:24]([CH3:23])(=[O:26])=[O:25])[CH2:12]1)=[O:10])[C:2]1[CH:7]=[CH:6][CH:5]=[CH:4][CH:3]=1. (5) The product is: [CH:1]([C:4]1[CH:17]=[C:16]2[C:7]([CH:8]3[CH:13]([CH:14]([C:18]4[CH:19]=[CH:20][C:21]([O:24][CH3:25])=[CH:22][CH:23]=4)[CH2:15]2)[CH2:12][CH2:11][CH2:10][CH2:9]3)=[CH:6][C:5]=1[O:26][CH3:27])([CH3:3])[CH3:2]. Given the reactants [C:1]([C:4]1[CH:17]=[C:16]2[C:7]([CH:8]3[CH:13]([CH:14]([C:18]4[CH:23]=[CH:22][C:21]([O:24][CH3:25])=[CH:20][CH:19]=4)[CH2:15]2)[CH2:12][CH2:11][CH2:10][CH2:9]3)=[CH:6][C:5]=1[O:26][CH3:27])([CH3:3])=[CH2:2], predict the reaction product. (6) Given the reactants [CH3:1][Si]([N-][Si](C)(C)C)(C)C.[Na+].[C:11]([O:15][C:16]([N:18]1[CH2:22][CH2:21][C@@H:20]([CH:23]=O)[CH2:19]1)=[O:17])([CH3:14])([CH3:13])[CH3:12], predict the reaction product. The product is: [C:11]([O:15][C:16]([N:18]1[CH2:22][CH2:21][C@@H:20]([CH:23]=[CH2:1])[CH2:19]1)=[O:17])([CH3:14])([CH3:13])[CH3:12].